From a dataset of Full USPTO retrosynthesis dataset with 1.9M reactions from patents (1976-2016). Predict the reactants needed to synthesize the given product. (1) Given the product [Cl:1][C:2]1[CH:3]=[CH:4][C:5]([O:17][CH3:18])=[C:6]([CH:16]=1)[C:7](/[N:9]=[C:10]1\[S:11][C:12]([CH3:15])=[CH:13][N:14]\1[CH2:22][C:23]1[CH:27]=[CH:26][O:25][CH:24]=1)=[O:8], predict the reactants needed to synthesize it. The reactants are: [Cl:1][C:2]1[CH:3]=[CH:4][C:5]([O:17][CH3:18])=[C:6]([CH:16]=1)[C:7]([NH:9][C:10]1[S:11][C:12]([CH3:15])=[CH:13][N:14]=1)=[O:8].[H-].[Na+].Cl[CH2:22][C:23]1[CH:27]=[CH:26][O:25][CH:24]=1. (2) Given the product [CH3:19][O:20][C:21]1[CH:26]=[C:25]([C:2]2[C:10]3[C:5](=[CH:6][CH:7]=[C:8]([C:11]#[N:12])[CH:9]=3)[N:4]([CH:13]3[CH2:18][CH2:17][CH2:16][CH2:15][O:14]3)[N:3]=2)[CH:24]=[CH:23][CH:22]=1, predict the reactants needed to synthesize it. The reactants are: Br[C:2]1[C:10]2[C:5](=[CH:6][CH:7]=[C:8]([C:11]#[N:12])[CH:9]=2)[N:4]([CH:13]2[CH2:18][CH2:17][CH2:16][CH2:15][O:14]2)[N:3]=1.[CH3:19][O:20][C:21]1[CH:22]=[C:23](B(O)O)[CH:24]=[CH:25][CH:26]=1.ClCCl.P([O-])([O-])([O-])=O.[K+].[K+].[K+]. (3) Given the product [Cl:1][C:2]1[C:3]([O:12][C:13]2[CH:18]=[C:17]([O:19][CH2:20][CH2:21][N:22]3[CH2:27][CH2:26][O:25][CH2:24][CH2:23]3)[CH:16]=[CH:15][C:14]=2[CH2:28][CH2:29][CH2:30][OH:31])=[N:4][CH:5]=[C:6]([C:8]([F:11])([F:9])[F:10])[CH:7]=1, predict the reactants needed to synthesize it. The reactants are: [Cl:1][C:2]1[C:3]([O:12][C:13]2[CH:18]=[C:17]([O:19][CH2:20][CH2:21][N:22]3[CH2:27][CH2:26][O:25][CH2:24][CH2:23]3)[CH:16]=[CH:15][C:14]=2[CH2:28][CH2:29][C:30](OCC)=[O:31])=[N:4][CH:5]=[C:6]([C:8]([F:11])([F:10])[F:9])[CH:7]=1.[H-].C([Al+]CC(C)C)C(C)C.CO.O.